From a dataset of Forward reaction prediction with 1.9M reactions from USPTO patents (1976-2016). Predict the product of the given reaction. (1) Given the reactants [CH3:1][C:2]1[CH:11]=[CH:10][C:9]2[C:8]([NH2:12])=[N:7][C:6]3[CH:13]=[CH:14][CH:15]=[CH:16][C:5]=3[C:4]=2[N:3]=1.C(=O)([O-])[O-].[Cs+].[Cs+].I[C:24]1[CH:29]=[C:28]([CH2:30][CH:31]([CH3:33])[CH3:32])[C:27]([CH2:34][CH:35]([CH3:37])[CH3:36])=[CH:26][C:25]=1I.CNCCNC, predict the reaction product. The product is: [CH2:30]([C:28]1[C:27]([CH2:34][CH:35]([CH3:37])[CH3:36])=[CH:26][C:25]2[N:12]=[C:8]3[N:7]([C:24]=2[CH:29]=1)[C:6]1[CH:13]=[CH:14][CH:15]=[CH:16][C:5]=1[C:4]1[N:3]=[C:2]([CH3:1])[CH:11]=[CH:10][C:9]3=1)[CH:31]([CH3:33])[CH3:32]. (2) Given the reactants [CH3:1][N:2]1[CH2:7][CH2:6][N:5]([C:8]2[C:16]3[C:11](=[CH:12][C:13]([C:17]([O-:19])=O)=[CH:14][CH:15]=3)[NH:10][N:9]=2)[CH2:4][CH2:3]1.[Li+].C(Cl)CCl.C1C=CC2N(O)N=NC=2C=1.CCN(CC)CC.[Cl:42][C:43]1[CH:50]=[C:49]([Cl:51])[CH:48]=[CH:47][C:44]=1[CH2:45][NH2:46], predict the reaction product. The product is: [Cl:42][C:43]1[CH:50]=[C:49]([Cl:51])[CH:48]=[CH:47][C:44]=1[CH2:45][NH:46][C:17]([C:13]1[CH:12]=[C:11]2[C:16]([C:8]([N:5]3[CH2:4][CH2:3][N:2]([CH3:1])[CH2:7][CH2:6]3)=[N:9][NH:10]2)=[CH:15][CH:14]=1)=[O:19]. (3) Given the reactants [C:1]([C:5]1[CH:10]=[C:9]([C:11]([CH3:14])([CH3:13])[CH3:12])[CH:8]=[C:7]([Br:15])[C:6]=1[OH:16])([CH3:4])([CH3:3])[CH3:2].[H-].[Na+].[CH3:19][O:20][CH2:21]Cl.Cl.C(OCC)C, predict the reaction product. The product is: [Br:15][C:7]1[CH:8]=[C:9]([C:11]([CH3:14])([CH3:13])[CH3:12])[CH:10]=[C:5]([C:1]([CH3:4])([CH3:2])[CH3:3])[C:6]=1[O:16][CH2:19][O:20][CH3:21].